From a dataset of Full USPTO retrosynthesis dataset with 1.9M reactions from patents (1976-2016). Predict the reactants needed to synthesize the given product. (1) Given the product [Cl:1][C:2]1[CH:3]=[CH:4][C:5]2[N:11]3[C:12]([C:15]([F:18])([F:17])[F:16])=[N:13][N:14]=[C:10]3[C@@H:9]([CH2:19][C:20]([OH:22])=[O:21])[O:8][C@H:7]([C:25]3[CH:30]=[CH:29][C:28]([CH3:31])=[CH:27][C:26]=3[O:32][CH3:33])[C:6]=2[CH:34]=1, predict the reactants needed to synthesize it. The reactants are: [Cl:1][C:2]1[CH:3]=[CH:4][C:5]2[N:11]3[C:12]([C:15]([F:18])([F:17])[F:16])=[N:13][N:14]=[C:10]3[C@@H:9]([CH2:19][C:20]([O:22]CC)=[O:21])[O:8][C@H:7]([C:25]3[CH:30]=[CH:29][C:28]([CH3:31])=[CH:27][C:26]=3[O:32][CH3:33])[C:6]=2[CH:34]=1.Cl.O. (2) The reactants are: C(Cl)(=O)C(Cl)=O.[Br:7][C:8]1[N:9]=[C:10]([CH2:13][O:14][C:15]2[C:16]([F:25])=[C:17]([C:21]([F:24])=[CH:22][CH:23]=2)[C:18]([NH2:20])=O)[S:11][CH:12]=1.C(N(CC)CC)C. Given the product [Br:7][C:8]1[N:9]=[C:10]([CH2:13][O:14][C:15]2[C:16]([F:25])=[C:17]([C:21]([F:24])=[CH:22][CH:23]=2)[C:18]#[N:20])[S:11][CH:12]=1, predict the reactants needed to synthesize it. (3) The reactants are: [Cl:1][C:2]1[CH:26]=[CH:25][C:24]([Cl:27])=[CH:23][C:3]=1[O:4][C:5]1[C:10]([C:11]([N:13]2[C:22]3[C:17](=[CH:18][CH:19]=[CH:20][CH:21]=3)[NH:16][CH2:15][CH2:14]2)=[O:12])=[CH:9][CH:8]=[CH:7][N:6]=1.[H-].[Al+3].[Li+].[H-].[H-].[H-].Br[CH2:35][CH2:36][O:37][C:38](=[O:40])[CH3:39]. Given the product [Cl:1][C:2]1[CH:26]=[CH:25][C:24]([Cl:27])=[CH:23][C:3]=1[O:4][C:5]1[C:10]([C:11]([N:13]2[C:22]3[C:17](=[CH:18][CH:19]=[CH:20][CH:21]=3)[N:16]([CH2:35][CH2:36][O:37][C:38](=[O:40])[CH3:39])[CH2:15][CH2:14]2)=[O:12])=[CH:9][CH:8]=[CH:7][N:6]=1, predict the reactants needed to synthesize it. (4) Given the product [Br:1][C:2]1[CH:7]=[CH:6][C:5]([CH:8]2[C:17]3[C:12](=[CH:13][CH:14]=[N:15][C:16]=3[O:18][CH2:34][CH3:35])[NH:11][C:10]([CH3:19])=[C:9]2[C:20]([O:22][CH2:23][CH2:24][C:25]#[N:26])=[O:21])=[C:4]([O:27][C:28]([F:30])([F:29])[F:31])[CH:3]=1, predict the reactants needed to synthesize it. The reactants are: [Br:1][C:2]1[CH:7]=[CH:6][C:5]([CH:8]2[C:17]3[C:16](=[O:18])[NH:15][CH:14]=[CH:13][C:12]=3[NH:11][C:10]([CH3:19])=[C:9]2[C:20]([O:22][CH2:23][CH2:24][C:25]#[N:26])=[O:21])=[C:4]([O:27][C:28]([F:31])([F:30])[F:29])[CH:3]=1.C(OCC)(OCC)O[CH2:34][CH3:35]. (5) Given the product [CH3:10][C:11]1[CH:12]=[C:13]([CH:14]([C:2]2[CH:7]=[C:6]([CH3:8])[CH:5]=[C:4]([CH3:9])[CH:3]=2)[OH:15])[CH:16]=[C:17]([CH3:19])[CH:18]=1, predict the reactants needed to synthesize it. The reactants are: Br[C:2]1[CH:3]=[C:4]([CH3:9])[CH:5]=[C:6]([CH3:8])[CH:7]=1.[CH3:10][C:11]1[CH:12]=[C:13]([CH:16]=[C:17]([CH3:19])[CH:18]=1)[CH:14]=[O:15].[Li]CCCC. (6) The reactants are: Cl[C:2]1[C:3]2[C:4](=[CH:16][N:17](CC3C=CC(OC)=CC=3)[N:18]=2)[N:5]=[C:6]([C:8]2[CH:13]=[CH:12][C:11]([O:14][CH3:15])=[CH:10][CH:9]=2)[N:7]=1.[O:28]1[CH2:33][CH2:32][N:31]([C:34]2[CH:40]=[CH:39][C:37]([NH2:38])=[CH:36][CH:35]=2)[CH2:30][CH2:29]1.Cl. Given the product [CH3:15][O:14][C:11]1[CH:10]=[CH:9][C:8]([C:6]2[N:7]=[C:2]([NH:38][C:37]3[CH:36]=[CH:35][C:34]([N:31]4[CH2:32][CH2:33][O:28][CH2:29][CH2:30]4)=[CH:40][CH:39]=3)[C:3]3[NH:18][N:17]=[CH:16][C:4]=3[N:5]=2)=[CH:13][CH:12]=1, predict the reactants needed to synthesize it.